From a dataset of Full USPTO retrosynthesis dataset with 1.9M reactions from patents (1976-2016). Predict the reactants needed to synthesize the given product. (1) Given the product [F:91][C:89]1[CH:90]=[C:85]([CH:86]=[C:87]([F:92])[CH:88]=1)[CH2:84][C@H:70]([NH:69][C:19](=[O:21])[C:18]1[CH:23]=[CH:24][CH:25]=[C:16]([C:13]2[O:14][CH:15]=[C:11]([CH2:10][CH2:9][OH:8])[N:12]=2)[CH:17]=1)[C@H:71]([OH:83])[CH2:72][NH:73][CH2:74][C:75]1[CH:80]=[CH:79][CH:78]=[C:77]([CH2:81][CH3:82])[CH:76]=1, predict the reactants needed to synthesize it. The reactants are: C([O:8][CH2:9][CH2:10][C:11]1[N:12]=[C:13]([C:16]2[CH:17]=[C:18]([CH:23]=[CH:24][CH:25]=2)[C:19]([O:21]C)=O)[O:14][CH:15]=1)C1C=CC=CC=1.C1CCCCC=1.[OH-].[Li+].C(N(C(C)C)CC)(C)C.CN(C(ON1N=NC2C=CC=NC1=2)=[N+](C)C)C.F[P-](F)(F)(F)(F)F.Cl.Cl.[NH2:69][C@@H:70]([CH2:84][C:85]1[CH:90]=[C:89]([F:91])[CH:88]=[C:87]([F:92])[CH:86]=1)[C@H:71]([OH:83])[CH2:72][NH:73][CH2:74][C:75]1[CH:80]=[CH:79][CH:78]=[C:77]([CH2:81][CH3:82])[CH:76]=1. (2) Given the product [O:1]1[CH:5]=[CH:4][C:3]([C:6]2[CH:11]=[CH:10][CH:9]=[C:8]([CH3:12])[C:7]=2[O:13][CH2:15][C:16]([O:18][CH3:19])=[O:17])=[CH:2]1, predict the reactants needed to synthesize it. The reactants are: [O:1]1[CH:5]=[CH:4][C:3]([C:6]2[CH:11]=[CH:10][CH:9]=[C:8]([CH3:12])[C:7]=2[OH:13])=[CH:2]1.Br[CH2:15][C:16]([O:18][CH3:19])=[O:17].C(=O)([O-])[O-].[Cs+].[Cs+]. (3) Given the product [ClH:27].[NH:8]1[CH2:13][CH2:12][CH:11]([CH2:14][S:15]([CH2:18][C:19]2[CH:20]=[CH:21][C:22]([O:25][CH3:26])=[CH:23][CH:24]=2)(=[O:17])=[O:16])[CH2:10][CH2:9]1, predict the reactants needed to synthesize it. The reactants are: C([N:8]1[CH2:13][CH2:12][CH:11]([CH2:14][S:15]([CH2:18][C:19]2[CH:24]=[CH:23][C:22]([O:25][CH3:26])=[CH:21][CH:20]=2)(=[O:17])=[O:16])[CH2:10][CH2:9]1)(OC(C)(C)C)=O.[ClH:27]. (4) Given the product [F:1][C:2]1[CH:3]=[C:4]([CH:29]=[C:30]([N:32]2[CH2:37][CH2:36][CH2:35][CH2:34][CH2:33]2)[CH:31]=1)[C:5]([NH:7][C:8]1[C:17]2[C:12](=[CH:13][CH:14]=[CH:15][CH:16]=2)[C:11]([O:18][C:19]2[CH:24]=[CH:23][N:22]=[C:21]([NH:38][CH:39]3[CH2:44][CH2:43][N:42]([CH3:45])[CH2:41][CH2:40]3)[N:20]=2)=[CH:10][CH:9]=1)=[O:6], predict the reactants needed to synthesize it. The reactants are: [F:1][C:2]1[CH:3]=[C:4]([CH:29]=[C:30]([N:32]2[CH2:37][CH2:36][CH2:35][CH2:34][CH2:33]2)[CH:31]=1)[C:5]([NH:7][C:8]1[C:17]2[C:12](=[CH:13][CH:14]=[CH:15][CH:16]=2)[C:11]([O:18][C:19]2[CH:24]=[CH:23][N:22]=[C:21](S(C)(=O)=O)[N:20]=2)=[CH:10][CH:9]=1)=[O:6].[NH2:38][CH:39]1[CH2:44][CH2:43][N:42]([CH3:45])[CH2:41][CH2:40]1.